From a dataset of Forward reaction prediction with 1.9M reactions from USPTO patents (1976-2016). Predict the product of the given reaction. (1) Given the reactants [N+:1]([C:4]1[CH:11]=[C:10]([O:12]CC2C=CC=CC=2)[C:9]([O:20][CH3:21])=[CH:8][C:5]=1[C:6]#[N:7])([O-:3])=[O:2], predict the reaction product. The product is: [N+:1]([C:4]1[CH:11]=[C:10]([OH:12])[C:9]([O:20][CH3:21])=[CH:8][C:5]=1[C:6]#[N:7])([O-:3])=[O:2]. (2) Given the reactants [CH:1](=O)[C:2]1[CH:7]=[CH:6][CH:5]=[C:4]([O:8][CH3:9])[CH:3]=1.[CH3:11][NH2:12].[BH4-].[Na+], predict the reaction product. The product is: [CH3:9][O:8][C:4]1[CH:3]=[C:2]([CH2:1][NH:12][CH3:11])[CH:7]=[CH:6][CH:5]=1. (3) Given the reactants [NH2:1][C:2]1[CH:3]=[C:4]([CH:7]=[CH:8][C:9]=1[NH2:10])[C:5]#[N:6].[C:11]([O:15][C:16]([N:18]1[CH2:23][CH2:22][CH:21]([O:24][C:25]2[CH:35]=[CH:34][C:28]([O:29][CH2:30][C:31](O)=[O:32])=[CH:27][CH:26]=2)[CH2:20][CH2:19]1)=[O:17])([CH3:14])([CH3:13])[CH3:12], predict the reaction product. The product is: [C:11]([O:15][C:16]([N:18]1[CH2:19][CH2:20][CH:21]([O:24][C:25]2[CH:35]=[CH:34][C:28]([O:29][CH2:30][C:31](=[O:32])[NH:1][C:2]3[CH:3]=[C:4]([C:5]#[N:6])[CH:7]=[CH:8][C:9]=3[NH2:10])=[CH:27][CH:26]=2)[CH2:22][CH2:23]1)=[O:17])([CH3:14])([CH3:13])[CH3:12]. (4) Given the reactants [NH2:1][C:2]1[C:11]([O:12][CH3:13])=[N:10][C:9]2[C:4](=[CH:5][CH:6]=[C:7]([CH3:14])[CH:8]=2)[N:3]=1.Cl[C:16]([O:18][CH2:19][CH3:20])=[O:17].N1C=CC=CC=1, predict the reaction product. The product is: [CH3:13][O:12][C:11]1[C:2]([NH:1][C:16](=[O:17])[O:18][CH2:19][CH3:20])=[N:3][C:4]2[C:9]([N:10]=1)=[CH:8][C:7]([CH3:14])=[CH:6][CH:5]=2.